This data is from Peptide-MHC class II binding affinity with 134,281 pairs from IEDB. The task is: Regression. Given a peptide amino acid sequence and an MHC pseudo amino acid sequence, predict their binding affinity value. This is MHC class II binding data. (1) The peptide sequence is SAVIGTLAAAMFGAV. The MHC is HLA-DQA10501-DQB10201 with pseudo-sequence HLA-DQA10501-DQB10201. The binding affinity (normalized) is 0.382. (2) The peptide sequence is SHLVRSWVTAGEIHA. The MHC is DRB1_0404 with pseudo-sequence DRB1_0404. The binding affinity (normalized) is 0.733. (3) The peptide sequence is AGALEVHAVKPVTEE. The MHC is HLA-DPA10103-DPB10201 with pseudo-sequence HLA-DPA10103-DPB10201. The binding affinity (normalized) is 0.125. (4) The peptide sequence is NLDGTKTLHSSVQSY. The MHC is DRB1_0101 with pseudo-sequence DRB1_0101. The binding affinity (normalized) is 0.887. (5) The peptide sequence is NLARTISEAGQAMAS. The MHC is DRB1_1201 with pseudo-sequence DRB1_1201. The binding affinity (normalized) is 0.0876.